Dataset: Full USPTO retrosynthesis dataset with 1.9M reactions from patents (1976-2016). Task: Predict the reactants needed to synthesize the given product. (1) Given the product [Br:14][CH2:10][C:9]([C:4]1[C:3]([C:2]([F:1])([F:12])[F:13])=[CH:8][CH:7]=[CH:6][N:5]=1)=[O:11].[BrH:14], predict the reactants needed to synthesize it. The reactants are: [F:1][C:2]([F:13])([F:12])[C:3]1[C:4]([C:9](=[O:11])[CH3:10])=[N:5][CH:6]=[CH:7][CH:8]=1.[Br:14]Br. (2) Given the product [Br:1][C:2]1[CH:7]=[C:6]([N:8]2[C:16]3[CH2:15][CH2:14][CH2:13][CH2:12][C:11]=3[C:10]([C:17]([NH2:21])=[O:19])=[N:9]2)[CH:5]=[CH:4][N:3]=1, predict the reactants needed to synthesize it. The reactants are: [Br:1][C:2]1[CH:7]=[C:6]([N:8]2[C:16]3[CH2:15][CH2:14][CH2:13][CH2:12][C:11]=3[C:10]([C:17]([OH:19])=O)=[N:9]2)[CH:5]=[CH:4][N:3]=1.[Cl-].[NH4+:21]. (3) Given the product [Cl:1][C:2]1[N:7]=[C:6]([CH2:8][CH2:9][C:10]2[CH:11]=[N:12][CH:13]=[CH:14][CH:15]=2)[N:5]=[C:4]([N:16]2[CH2:17][CH2:18][O:19][CH2:20][CH2:21]2)[CH:3]=1, predict the reactants needed to synthesize it. The reactants are: [Cl:1][C:2]1[N:7]=[C:6]([CH:8]=[CH:9][C:10]2[CH:11]=[N:12][CH:13]=[CH:14][CH:15]=2)[N:5]=[C:4]([N:16]2[CH2:21][CH2:20][O:19][CH2:18][CH2:17]2)[CH:3]=1. (4) Given the product [N+:10]([C:7]1[CH:8]=[CH:9][C:4]([CH2:3][CH2:2][N:28]2[CH2:27][CH2:26][N:25]([CH:20]3[CH2:19][C:18]4[C:22](=[CH:23][CH:24]=[C:16]([C:14]#[N:15])[CH:17]=4)[CH2:21]3)[CH2:30][CH2:29]2)=[CH:5][CH:6]=1)([O-:12])=[O:11], predict the reactants needed to synthesize it. The reactants are: Br[CH2:2][CH2:3][C:4]1[CH:9]=[CH:8][C:7]([N+:10]([O-:12])=[O:11])=[CH:6][CH:5]=1.[Cl-].[C:14]([C:16]1[CH:17]=[C:18]2[C:22](=[CH:23][CH:24]=1)[CH2:21][CH:20]([N:25]1[CH2:30][CH2:29][NH2+:28][CH2:27][CH2:26]1)[CH2:19]2)#[N:15].C(N(C(C)C)C(C)C)C. (5) Given the product [Cl:1][C:2]1[CH:3]=[CH:4][C:5]([NH:8][C:9]([C:11]2[S:15][C:14]([NH:16][C:17]3[CH:22]=[CH:21][C:20]([CH:23]4[CH:25]([C:26]5[CH:27]=[CH:28][CH:29]=[CH:30][CH:31]=5)[O:24]4)=[CH:19][CH:18]=3)=[N:13][CH:12]=2)=[O:10])=[CH:6][CH:7]=1, predict the reactants needed to synthesize it. The reactants are: [Cl:1][C:2]1[CH:7]=[CH:6][C:5]([N:8](CC2C=CC(OC)=CC=2)[C:9]([C:11]2[S:15][C:14]([NH:16][C:17]3[CH:22]=[CH:21][C:20]([CH:23]4[CH:25]([C:26]5[CH:31]=[CH:30][CH:29]=[CH:28][CH:27]=5)[O:24]4)=[CH:19][CH:18]=3)=[N:13][CH:12]=2)=[O:10])=[CH:4][CH:3]=1.O.C(C1C(=O)C(Cl)=C(Cl)C(=O)C=1C#N)#N. (6) Given the product [Cl:1][C:2]1[CH:11]=[C:10]([C:12]([F:14])([F:15])[F:13])[C:9]2[C:4](=[CH:5][CH:6]=[C:7]3[N:18]([CH2:24][CH2:25][CH2:26][CH2:27][CH2:28][CH2:29][O:30][CH:31]4[CH2:36][CH2:35][CH2:34][CH2:33][O:32]4)[C:17]([CH3:19])=[C:16]([CH3:20])[C:8]3=2)[N:3]=1, predict the reactants needed to synthesize it. The reactants are: [Cl:1][C:2]1[CH:11]=[C:10]([C:12]([F:15])([F:14])[F:13])[C:9]2[C:4](=[CH:5][CH:6]=[C:7]3[NH:18][C:17]([CH3:19])=[C:16]([CH3:20])[C:8]3=2)[N:3]=1.[OH-].[K+].Br[CH2:24][CH2:25][CH2:26][CH2:27][CH2:28][CH2:29][O:30][CH:31]1[CH2:36][CH2:35][CH2:34][CH2:33][O:32]1.C(OCC)(=O)C. (7) Given the product [F:21][C:22]1[CH:23]=[CH:24][C:25]([N:29]2[CH2:30][CH2:31][CH2:32][CH2:33][CH2:34]2)=[C:26]([NH:27][C:2](=[O:9])[C:3]2[CH:8]=[CH:7][N:6]=[CH:5][CH:4]=2)[CH:28]=1, predict the reactants needed to synthesize it. The reactants are: Cl.[C:2](Cl)(=[O:9])[C:3]1[CH:8]=[CH:7][N:6]=[CH:5][CH:4]=1.C(N(CC)CC)C.ClCCl.[F:21][C:22]1[CH:23]=[CH:24][C:25]([N:29]2[CH2:34][CH2:33][CH2:32][CH2:31][CH2:30]2)=[C:26]([CH:28]=1)[NH2:27].